Dataset: Catalyst prediction with 721,799 reactions and 888 catalyst types from USPTO. Task: Predict which catalyst facilitates the given reaction. (1) Reactant: [CH3:1][O:2][CH:3]([O:23][CH3:24])[C:4]1[N:13]=[C:12]2[C:7]([CH2:8][CH2:9][CH2:10][N:11]2[C:14]([O:16]C2C=CC=CC=2)=O)=[CH:6][CH:5]=1.[Cl:25][C:26]1[C:27]([O:33][CH:34]2[CH2:38][CH2:37][O:36][CH2:35]2)=[N:28][C:29]([NH2:32])=[N:30][CH:31]=1.[Li+].C[Si]([N-][Si](C)(C)C)(C)C. Product: [Cl:25][C:26]1[C:27]([O:33][CH:34]2[CH2:38][CH2:37][O:36][CH2:35]2)=[N:28][C:29]([NH:32][C:14]([N:11]2[C:12]3[C:7](=[CH:6][CH:5]=[C:4]([CH:3]([O:2][CH3:1])[O:23][CH3:24])[N:13]=3)[CH2:8][CH2:9][CH2:10]2)=[O:16])=[N:30][CH:31]=1. The catalyst class is: 1. (2) Reactant: C(O[C:6]([N:8]1[CH2:13][CH2:12][CH:11]([S:14][C:15]2[S:16][C:17]3[CH:23]=[CH:22][CH:21]=[CH:20][C:18]=3[N:19]=2)[CH2:10][CH2:9]1)=O)(C)(C)C.FC(F)(F)C(O)=O.[C:31]([N:34]1[CH2:39][CH2:38][CH:37]([C:40]([N:42]([C:47]2[CH:52]=[CH:51][CH:50]=[C:49]([Cl:53])[CH:48]=2)[CH2:43][CH2:44]C[Cl:46])=[O:41])[CH2:36][CH2:35]1)(=[O:33])[CH3:32].C(=O)([O-])[O-].[K+].[K+].[I-].[K+]. Product: [ClH:46].[C:31]([N:34]1[CH2:39][CH2:38][CH:37]([C:40]([N:42]([C:47]2[CH:52]=[CH:51][CH:50]=[C:49]([Cl:53])[CH:48]=2)[CH2:43][CH2:44][CH2:6][N:8]2[CH2:9][CH2:10][CH:11]([S:14][C:15]3[S:16][C:17]4[CH:23]=[CH:22][CH:21]=[CH:20][C:18]=4[N:19]=3)[CH2:12][CH2:13]2)=[O:41])[CH2:36][CH2:35]1)(=[O:33])[CH3:32]. The catalyst class is: 96. (3) Reactant: C(=O)([O-])[O-].[Na+].[Na+].[NH2:7][CH2:8][CH2:9][CH:10]([O:14][CH2:15][CH3:16])[O:11][CH2:12][CH3:13].[C:17]1([S:23](Cl)(=[O:25])=[O:24])[CH:22]=[CH:21][CH:20]=[CH:19][CH:18]=1.CC(OC)(C)C. The catalyst class is: 232. Product: [CH2:12]([O:11][CH:10]([O:14][CH2:15][CH3:16])[CH2:9][CH2:8][NH:7][S:23]([C:17]1[CH:22]=[CH:21][CH:20]=[CH:19][CH:18]=1)(=[O:25])=[O:24])[CH3:13]. (4) Reactant: Cl.[NH2:2][OH:3].[Cl:4][C:5]1[CH:12]=[CH:11][CH:10]=[CH:9][C:6]=1[CH:7]=O.C(=O)([O-])[O-].[Na+].[Na+].O. Product: [Cl:4][C:5]1[CH:12]=[CH:11][CH:10]=[CH:9][C:6]=1[CH:7]=[N:2][OH:3]. The catalyst class is: 5. (5) Reactant: [CH:1]([C:3]1[CH:18]=[CH:17][C:6]([O:7][C:8]2[CH:16]=[CH:15][C:11]([C:12]([NH2:14])=[O:13])=[CH:10][N:9]=2)=[CH:5][CH:4]=1)=O.[CH:19]1([N:24]2[CH2:29][CH2:28][NH:27][CH2:26][CH2:25]2)[CH2:23][CH2:22][CH2:21][CH2:20]1.[BH4-].[Na+]. Product: [CH:19]1([N:24]2[CH2:25][CH2:26][N:27]([CH2:1][C:3]3[CH:18]=[CH:17][C:6]([O:7][C:8]4[CH:16]=[CH:15][C:11]([C:12]([NH2:14])=[O:13])=[CH:10][N:9]=4)=[CH:5][CH:4]=3)[CH2:28][CH2:29]2)[CH2:20][CH2:21][CH2:22][CH2:23]1. The catalyst class is: 5. (6) Reactant: [CH2:1]([C:5]1[CH:6]=[C:7]([CH2:11][OH:12])[CH:8]=[CH:9][CH:10]=1)[CH2:2][CH:3]=[CH2:4].[CH2:13]([O:16][C:17]1([CH3:46])[CH2:22][CH2:21][N:20]([C:23]2[N:28]3[N:29]=[C:30]([CH2:32]I)[CH:31]=[C:27]3[N:26]=[C:25]([CH3:34])[C:24]=2[C@H:35]([O:41][C:42]([CH3:45])([CH3:44])[CH3:43])[C:36]([O:38][CH2:39][CH3:40])=[O:37])[CH2:19][CH2:18]1)[CH:14]=[CH2:15].[H-].[Na+]. Product: [CH2:13]([O:16][C:17]1([CH3:46])[CH2:18][CH2:19][N:20]([C:23]2[N:28]3[N:29]=[C:30]([CH2:32][O:12][CH2:11][C:7]4[CH:8]=[CH:9][CH:10]=[C:5]([CH2:1][CH2:2][CH:3]=[CH2:4])[CH:6]=4)[CH:31]=[C:27]3[N:26]=[C:25]([CH3:34])[C:24]=2[C@H:35]([O:41][C:42]([CH3:45])([CH3:44])[CH3:43])[C:36]([O:38][CH2:39][CH3:40])=[O:37])[CH2:21][CH2:22]1)[CH:14]=[CH2:15]. The catalyst class is: 3.